From a dataset of Experimentally validated miRNA-target interactions with 360,000+ pairs, plus equal number of negative samples. Binary Classification. Given a miRNA mature sequence and a target amino acid sequence, predict their likelihood of interaction. The miRNA is hsa-miR-4756-5p with sequence CAGGGAGGCGCUCACUCUCUGCU. The protein sequence of the target gene is MSKGRAEAAAGAAGILLRYLQEQNRPYSSQDVFGNLQREHGLGKAVVVKTLEQLAQQGKIKEKMYGKQKIYFADQDQFDMVSDADLQVLDGKIVALTAKVQSLQQSCRYMEAELKELSSALTTPEMQKEIQELKKECAGYRERLKNIKAATNHVTPEEKEQVYRERQKYCKEWRKRKRMATELSDAILEGYPKSKKQFFEEVGIETDEDYNVTLPDP. Result: 0 (no interaction).